From a dataset of Catalyst prediction with 721,799 reactions and 888 catalyst types from USPTO. Predict which catalyst facilitates the given reaction. (1) Reactant: [F:1][C:2]1[CH:3]=[C:4]([C:8]#[C:9][C:10]2[CH:18]=[CH:17][C:13]([C:14](O)=[O:15])=[CH:12][CH:11]=2)[CH:5]=[CH:6][CH:7]=1.O=S(Cl)[Cl:21]. Product: [F:1][C:2]1[CH:3]=[C:4]([C:8]#[C:9][C:10]2[CH:18]=[CH:17][C:13]([C:14]([Cl:21])=[O:15])=[CH:12][CH:11]=2)[CH:5]=[CH:6][CH:7]=1. The catalyst class is: 26. (2) Reactant: [CH3:1][N:2]1[CH:6]=[CH:5][N:4]=[CH:3]1.[Cl:7][CH2:8][CH:9]([OH:12])[CH2:10][OH:11]. Product: [Cl-:7].[OH:12][CH:9]([CH2:10][OH:11])[CH2:8][N+:4]1[CH:5]=[CH:6][N:2]([CH3:1])[CH:3]=1. The catalyst class is: 5.